Dataset: Full USPTO retrosynthesis dataset with 1.9M reactions from patents (1976-2016). Task: Predict the reactants needed to synthesize the given product. Given the product [CH3:42][N:40]([CH3:41])[C:30]1[CH:29]=[C:28]([NH:27][C:2]2[CH:7]=[C:6]([O:8][C:9]3[C:18]4[C:13](=[CH:14][CH:15]=[CH:16][CH:17]=4)[C:12]([NH:19][C:20](=[O:26])[O:21][C:22]([CH3:24])([CH3:25])[CH3:23])=[CH:11][CH:10]=3)[CH:5]=[CH:4][N:3]=2)[CH:33]=[CH:32][C:31]=1[P:34]([O:35][CH2:36][CH3:37])([CH3:39])=[O:38], predict the reactants needed to synthesize it. The reactants are: Cl[C:2]1[CH:7]=[C:6]([O:8][C:9]2[C:18]3[C:13](=[CH:14][CH:15]=[CH:16][CH:17]=3)[C:12]([NH:19][C:20](=[O:26])[O:21][C:22]([CH3:25])([CH3:24])[CH3:23])=[CH:11][CH:10]=2)[CH:5]=[CH:4][N:3]=1.[NH2:27][C:28]1[CH:33]=[CH:32][C:31]([P:34]([CH3:39])(=[O:38])[O:35][CH2:36][CH3:37])=[C:30]([N:40]([CH3:42])[CH3:41])[CH:29]=1.C(=O)([O-])[O-].[K+].[K+].